Dataset: Full USPTO retrosynthesis dataset with 1.9M reactions from patents (1976-2016). Task: Predict the reactants needed to synthesize the given product. (1) Given the product [CH2:13]([C:10]1[CH:9]=[CH:8][C:7]2[C:12](=[C:3]([O:2][CH3:1])[CH:4]=[CH:5][CH:6]=2)[N:11]=1)[CH3:14], predict the reactants needed to synthesize it. The reactants are: [CH3:1][O:2][C:3]1[CH:4]=[CH:5][CH:6]=[C:7]2[C:12]=1[N:11]=[C:10]([CH3:13])[CH:9]=[CH:8]2.[CH2:14]([Li])CCC.IC.[Cl-].[NH4+]. (2) Given the product [Cl:40][C:24]1[C:25]([NH:27][C:28]2[CH:33]=[CH:32][CH:31]=[CH:30][C:29]=2[S:34]([CH:37]([CH3:39])[CH3:38])(=[O:36])=[O:35])=[N:26][C:21]([NH:19][C:4]2[CH:5]=[CH:6][C:7]3[CH2:13][CH:12]([NH:14][CH2:15][CH2:16][O:17][CH3:18])[CH2:11][CH2:10][CH2:9][C:8]=3[C:3]=2[O:2][CH3:1])=[N:22][CH:23]=1, predict the reactants needed to synthesize it. The reactants are: [CH3:1][O:2][C:3]1[C:8]2[CH2:9][CH2:10][CH2:11][CH:12]([NH:14][CH2:15][CH2:16][O:17][CH3:18])[CH2:13][C:7]=2[CH:6]=[CH:5][C:4]=1[NH2:19].Cl[C:21]1[N:26]=[C:25]([NH:27][C:28]2[CH:33]=[CH:32][CH:31]=[CH:30][C:29]=2[S:34]([CH:37]([CH3:39])[CH3:38])(=[O:36])=[O:35])[C:24]([Cl:40])=[CH:23][N:22]=1. (3) Given the product [Cl:49][C:50]1[CH:58]=[C:57]2[C:53]([CH:54]=[N:55][N:56]2[CH2:59][CH2:60][CH2:61][C:62]([O:64][CH2:65][CH3:66])=[O:63])=[CH:52][C:51]=1[C:67]1[N:69]=[C:13]([C:5]2[CH:6]=[N:7][C:8]([O:9][CH:10]([CH3:11])[CH3:12])=[C:3]([C:1]#[N:2])[CH:4]=2)[O:15][N:68]=1, predict the reactants needed to synthesize it. The reactants are: [C:1]([C:3]1[CH:4]=[C:5]([C:13]([OH:15])=O)[CH:6]=[N:7][C:8]=1[O:9][CH:10]([CH3:12])[CH3:11])#[N:2].CN(C(ON1N=NC2C=CC=NC1=2)=[N+](C)C)C.F[P-](F)(F)(F)(F)F.CCN(C(C)C)C(C)C.[Cl:49][C:50]1[CH:58]=[C:57]2[C:53]([CH:54]=[N:55][N:56]2[CH2:59][CH2:60][CH2:61][C:62]([O:64][CH2:65][CH3:66])=[O:63])=[CH:52][C:51]=1[C:67]([NH:69]O)=[NH:68]. (4) Given the product [CH:2]([C@H:3]1[CH2:7][CH2:6][CH2:5][C@@H:4]1[NH:8][C:9](=[O:15])[O:10][C:11]([CH3:13])([CH3:12])[CH3:14])=[O:1], predict the reactants needed to synthesize it. The reactants are: [OH:1][CH2:2][C@H:3]1[CH2:7][CH2:6][CH2:5][C@@H:4]1[NH:8][C:9](=[O:15])[O:10][C:11]([CH3:14])([CH3:13])[CH3:12].CC(OI1(OC(C)=O)(OC(C)=O)OC(=O)C2C=CC=CC1=2)=O. (5) Given the product [Cl:19][C:6]1[CH:7]=[C:8]([O:11][C:12]2[CH:17]=[CH:16][C:15]([Cl:18])=[CH:14][CH:13]=2)[CH:9]=[CH:10][C:5]=1[CH2:4][C:3]([CH:21]1[CH2:23][CH2:22]1)([OH:20])[CH2:2][N:24]1[CH:28]=[N:27][CH:26]=[N:25]1, predict the reactants needed to synthesize it. The reactants are: Br[CH2:2][C:3]([CH:21]1[CH2:23][CH2:22]1)([OH:20])[CH2:4][C:5]1[CH:10]=[CH:9][C:8]([O:11][C:12]2[CH:17]=[CH:16][C:15]([Cl:18])=[CH:14][CH:13]=2)=[CH:7][C:6]=1[Cl:19].[NH:24]1[CH:28]=[N:27][CH:26]=[N:25]1.C([O-])([O-])=O.[Cs+].[Cs+].O. (6) Given the product [C:36]1(=[CH:31][C:30]([O:38][C:24]([CH3:2])([CH3:23])[CH3:22])=[O:37])[CH2:35][CH2:34]1, predict the reactants needed to synthesize it. The reactants are: [F-].[CH2:2]([N+](CCCC)(CCCC)CCCC)CCC.C(O[C:22]1(O[Si](C)(C)C)[CH2:24][CH2:23]1)C.[C:30]([OH:38])(=[O:37])[C:31]1[CH:36]=[CH:35][CH:34]=CC=1. (7) Given the product [NH:1]1[C:5]2[CH:6]=[CH:7][CH:8]=[CH:9][C:4]=2[N:3]=[C:2]1[C:10]1[CH:17]=[CH:16][C:13]([CH2:14][N:35]([CH2:34][C:26]2[N:25]([C:23]([O:22][C:18]([CH3:20])([CH3:21])[CH3:19])=[O:24])[C:29]3[CH:30]=[CH:31][CH:32]=[CH:33][C:28]=3[N:27]=2)[CH:36]2[C:45]3[N:44]=[CH:43][CH:42]=[CH:41][C:40]=3[CH2:39][CH2:38][CH2:37]2)=[CH:12][CH:11]=1, predict the reactants needed to synthesize it. The reactants are: [N:1]1[C:5]2[CH:6]=[CH:7][CH:8]=[CH:9][C:4]=2[NH:3][C:2]=1[C:10]1[CH:17]=[CH:16][C:13]([CH:14]=O)=[CH:12][CH:11]=1.[C:18]([O:22][C:23]([N:25]1[C:29]2[CH:30]=[CH:31][CH:32]=[CH:33][C:28]=2[N:27]=[C:26]1[CH2:34][NH:35][CH:36]1[C:45]2[N:44]=[CH:43][CH:42]=[CH:41][C:40]=2[CH2:39][CH2:38][CH2:37]1)=[O:24])([CH3:21])([CH3:20])[CH3:19].C(O)(=O)C.C(O[BH-](OC(=O)C)OC(=O)C)(=O)C.[Na+]. (8) Given the product [C:1]([C:5]1[O:9][N:8]=[C:7]([C:10]2[CH:15]=[C:14]([O:27][C:24]3[CH:25]=[CH:26][C:21]([F:20])=[CH:22][CH:23]=3)[C:13]([CH:17]3[CH2:19][CH2:18]3)=[CH:12][N:11]=2)[N:6]=1)([CH3:4])([CH3:3])[CH3:2], predict the reactants needed to synthesize it. The reactants are: [C:1]([C:5]1[O:9][N:8]=[C:7]([C:10]2[CH:15]=[C:14](Cl)[C:13]([CH:17]3[CH2:19][CH2:18]3)=[CH:12][N:11]=2)[N:6]=1)([CH3:4])([CH3:3])[CH3:2].[F:20][C:21]1[CH:26]=[CH:25][C:24]([OH:27])=[CH:23][CH:22]=1. (9) The reactants are: C(NC(C)C)(C)C.[Li]CCCC.[CH3:13][O:14][C:15]([C:17]1[S:18][CH:19]=[CH:20][C:21]=1[N:22]([CH:32]1[CH2:41][CH2:40][C:35]2([O:39][CH2:38][CH2:37][O:36]2)[CH2:34][CH2:33]1)[C:23]([C@H:25]1[CH2:30][CH2:29][C@H:28]([CH3:31])[CH2:27][CH2:26]1)=[O:24])=[O:16].C(B(CCCC)CCCC)CCC.C([Cu])#N.Br[CH:59]1[CH2:64][CH2:63][CH2:62][CH:61]=[CH:60]1.[OH-].[Na+].OO. Given the product [CH3:13][O:14][C:15]([C:17]1[S:18][C:19]([CH:64]2[CH2:63][CH2:62][CH2:61][CH:60]=[CH:59]2)=[CH:20][C:21]=1[N:22]([CH:32]1[CH2:41][CH2:40][C:35]2([O:39][CH2:38][CH2:37][O:36]2)[CH2:34][CH2:33]1)[C:23]([C@H:25]1[CH2:26][CH2:27][C@H:28]([CH3:31])[CH2:29][CH2:30]1)=[O:24])=[O:16], predict the reactants needed to synthesize it.